Task: Predict the reactants needed to synthesize the given product.. Dataset: Full USPTO retrosynthesis dataset with 1.9M reactions from patents (1976-2016) Given the product [Cl:25][CH:9]([NH:8][C:6](=[O:7])[C:5]1[CH:15]=[CH:16][C:2]([CH3:1])=[CH:3][CH:4]=1)[C:10]([F:13])([F:12])[F:11], predict the reactants needed to synthesize it. The reactants are: [CH3:1][C:2]1[CH:16]=[CH:15][C:5]([C:6]([NH:8][CH:9](O)[C:10]([F:13])([F:12])[F:11])=[O:7])=[CH:4][CH:3]=1.N1C=CC=CC=1.S(Cl)([Cl:25])=O.